From a dataset of Forward reaction prediction with 1.9M reactions from USPTO patents (1976-2016). Predict the product of the given reaction. The product is: [CH3:24][C:19]1[CH:20]=[CH:21][CH:22]=[CH:23][C:18]=1[O:9][C:4]1[CH:5]=[C:6]([CH3:8])[CH:7]=[C:2]([CH3:1])[CH:3]=1. Given the reactants [CH3:1][C:2]1[CH:3]=[C:4]([OH:9])[CH:5]=[C:6]([CH3:8])[CH:7]=1.IC1C=CC=CC=1.I[C:18]1[CH:23]=[CH:22][CH:21]=[CH:20][C:19]=1[CH3:24], predict the reaction product.